Dataset: Reaction yield outcomes from USPTO patents with 853,638 reactions. Task: Predict the reaction yield, written as a fraction of the theoretical maximum amount of product (1.0 means a 100% yield; for example, 0.34 means a 34% yield). (1) The reactants are [Li+].C[Si]([N-][Si](C)(C)C)(C)C.[CH3:11][N:12]([C:25](=[O:28])[CH2:26][CH3:27])[N:13]=[C:14]([C:20]([O:22]CC)=O)[C:15]([O:17][CH2:18][CH3:19])=[O:16]. The catalyst is C1COCC1. The product is [OH:22][C:20]1[C:14]([C:15]([O:17][CH2:18][CH3:19])=[O:16])=[N:13][N:12]([CH3:11])[C:25](=[O:28])[C:26]=1[CH3:27]. The yield is 0.610. (2) The reactants are Br[CH2:2][C:3]([NH:5][C@@H:6]([CH3:30])[C:7]([O:9][CH2:10][N:11]1[C:16](=[O:17])[CH2:15][CH2:14][CH:13]([N:18]2[C:26](=[O:27])[C:25]3[C:20](=[CH:21][CH:22]=[CH:23][CH:24]=3)[C:19]2=[O:28])[C:12]1=[O:29])=[O:8])=[O:4].[CH2:31]([NH:33][CH2:34][CH3:35])[CH3:32]. The catalyst is C(Cl)Cl. The product is [CH2:31]([N:33]([CH2:34][CH3:35])[CH2:2][C:3]([NH:5][C@@H:6]([CH3:30])[C:7]([O:9][CH2:10][N:11]1[C:16](=[O:17])[CH2:15][CH2:14][CH:13]([N:18]2[C:26](=[O:27])[C:25]3[C:20](=[CH:21][CH:22]=[CH:23][CH:24]=3)[C:19]2=[O:28])[C:12]1=[O:29])=[O:8])=[O:4])[CH3:32]. The yield is 0.790. (3) The reactants are [F:1][C:2]1[CH:9]=[CH:8][C:7]([I:10])=[CH:6][C:3]=1[CH:4]=[O:5].[BH4-].[Na+]. The catalyst is CO. The product is [F:1][C:2]1[CH:9]=[CH:8][C:7]([I:10])=[CH:6][C:3]=1[CH2:4][OH:5]. The yield is 0.990. (4) The reactants are [CH3:1][NH:2][CH:3]1[CH2:16][C:15]2[C:6]([CH3:25])([CH:7]3[CH:12]([CH2:13][CH:14]=2)[CH:11]2[CH2:17][CH2:18][CH:19]4[CH:20]([CH3:24])[N:21]([CH3:23])[CH2:22][C:10]24[CH2:9][CH2:8]3)[CH2:5][CH2:4]1.C(N(CC)CC)C.Cl[C:34]([O:36][CH2:37][C:38]1[CH:43]=[CH:42][CH:41]=[CH:40][CH:39]=1)=[O:35]. The catalyst is ClCCl. The product is [CH2:37]([O:36][C:34](=[O:35])[N:2]([CH3:1])[CH:3]1[CH2:16][C:15]2[C:6]([CH3:25])([CH:7]3[CH:12]([CH2:13][CH:14]=2)[CH:11]2[CH2:17][CH2:18][CH:19]4[CH:20]([CH3:24])[N:21]([CH3:23])[CH2:22][C:10]24[CH2:9][CH2:8]3)[CH2:5][CH2:4]1)[C:38]1[CH:43]=[CH:42][CH:41]=[CH:40][CH:39]=1. The yield is 0.662. (5) The reactants are [Cl:1][C:2]1[CH:3]=[C:4]([CH:7]=[CH:8][C:9]=1[O:10][CH2:11][CH2:12][CH2:13][N:14]1[CH2:20][CH2:19][CH2:18][N:17]([CH3:21])[CH2:16][CH2:15]1)[CH:5]=O.[C:22]([C:26]1[CH:27]=[C:28]([NH2:33])[C:29]([NH2:32])=[CH:30][CH:31]=1)([CH3:25])([CH3:24])[CH3:23]. No catalyst specified. The product is [C:22]([C:26]1[CH:31]=[CH:30][C:29]2[NH:32][C:5]([C:4]3[CH:7]=[CH:8][C:9]([O:10][CH2:11][CH2:12][CH2:13][N:14]4[CH2:20][CH2:19][CH2:18][N:17]([CH3:21])[CH2:16][CH2:15]4)=[C:2]([Cl:1])[CH:3]=3)=[N:33][C:28]=2[CH:27]=1)([CH3:25])([CH3:23])[CH3:24]. The yield is 0.340. (6) The reactants are [CH3:1][C:2]1([C:17]2[CH:18]=[C:19]([NH2:23])[CH:20]=[CH:21][CH:22]=2)[CH:7]2[CH:3]1[CH2:4][N:5]([CH2:8][CH2:9][CH2:10][C:11]1[CH:16]=[CH:15][CH:14]=[CH:13][CH:12]=1)[CH2:6]2.[C:24]1([CH2:30][S:31](Cl)(=[O:33])=[O:32])[CH:29]=[CH:28][CH:27]=[CH:26][CH:25]=1.[OH2:35].ClCCl. The catalyst is N1C=CC=CC=1. The product is [C:21]([OH:32])(=[O:35])[CH3:22].[CH3:1][C:2]1([C:17]2[CH:18]=[C:19]([NH:23][S:31]([CH2:30][C:24]3[CH:29]=[CH:28][CH:27]=[CH:26][CH:25]=3)(=[O:33])=[O:32])[CH:20]=[CH:21][CH:22]=2)[CH:3]2[CH:7]1[CH2:6][N:5]([CH2:8][CH2:9][CH2:10][C:11]1[CH:16]=[CH:15][CH:14]=[CH:13][CH:12]=1)[CH2:4]2. The yield is 0.0100. (7) The reactants are [CH3:1][O:2][C:3]([C:5]1[S:14][C:8]2=[N:9][CH:10]=[C:11]([NH2:13])[CH:12]=[C:7]2[C:6]=1[O:15][CH2:16][C:17]([O:19][C:20]([CH3:23])([CH3:22])[CH3:21])=[O:18])=[O:4].[C:24](OC(=O)C)(=[O:26])[CH3:25].Cl. The catalyst is N1C=CC=CC=1. The product is [CH3:1][O:2][C:3]([C:5]1[S:14][C:8]2=[N:9][CH:10]=[C:11]([NH:13][C:24](=[O:26])[CH3:25])[CH:12]=[C:7]2[C:6]=1[O:15][CH2:16][C:17]([O:19][C:20]([CH3:23])([CH3:22])[CH3:21])=[O:18])=[O:4]. The yield is 0.340. (8) The reactants are C([N:8]1[C:12]2([CH2:16][CH2:15][N:14]([C:17]3[CH:18]=[N:19][CH:20]=[C:21]([O:23][C:24]4[CH:29]=[CH:28][CH:27]=[CH:26][CH:25]=4)[CH:22]=3)[CH2:13]2)[CH2:11][CH2:10][CH2:9]1)C1C=CC=CC=1.Cl.[H][H]. The catalyst is C(O)C.[OH-].[OH-].[Pd+2]. The product is [O:23]([C:21]1[CH:22]=[C:17]([N:14]2[CH2:15][CH2:16][C:12]3([NH:8][CH2:9][CH2:10][CH2:11]3)[CH2:13]2)[CH:18]=[N:19][CH:20]=1)[C:24]1[CH:25]=[CH:26][CH:27]=[CH:28][CH:29]=1. The yield is 0.927.